From a dataset of Catalyst prediction with 721,799 reactions and 888 catalyst types from USPTO. Predict which catalyst facilitates the given reaction. Reactant: [CH3:1][N:2]([CH3:14])[CH2:3][CH2:4][O:5][C:6]1[CH:13]=[CH:12][C:9]([CH:10]=O)=[CH:8][CH:7]=1.[CH3:15][C:16]1[CH:21]=[CH:20][C:19]([CH3:22])=[CH:18][C:17]=1[OH:23].Cl. Product: [CH3:22][C:19]1[CH:18]=[C:17]([OH:23])[C:16]([CH3:15])=[CH:21][C:20]=1[CH:10]([C:20]1[CH:21]=[C:16]([CH3:15])[C:17]([OH:23])=[CH:18][C:19]=1[CH3:22])[C:9]1[CH:12]=[CH:13][C:6]([O:5][CH2:4][CH2:3][N:2]([CH3:14])[CH3:1])=[CH:7][CH:8]=1. The catalyst class is: 5.